The task is: Predict which catalyst facilitates the given reaction.. This data is from Catalyst prediction with 721,799 reactions and 888 catalyst types from USPTO. (1) Reactant: C1(=O)[N:5]([C:6]2[N:11]=[C:10]([NH:12][C:13](=[O:33])[C:14]3[CH:19]=[CH:18][CH:17]=[CH:16][C:15]=3[NH:20][C:21](=[O:32])[C:22]3[CH:27]=[CH:26][C:25]([C:28]([CH3:31])([CH3:30])[CH3:29])=[CH:24][CH:23]=3)[CH:9]=[CH:8][CH:7]=2)C(=O)C2=CC=CC=C12.O.NN. Product: [NH2:5][C:6]1[N:11]=[C:10]([NH:12][C:13](=[O:33])[C:14]2[CH:19]=[CH:18][CH:17]=[CH:16][C:15]=2[NH:20][C:21](=[O:32])[C:22]2[CH:23]=[CH:24][C:25]([C:28]([CH3:29])([CH3:31])[CH3:30])=[CH:26][CH:27]=2)[CH:9]=[CH:8][CH:7]=1. The catalyst class is: 8. (2) Reactant: [C:1]([OH:4])(=[O:3])[CH3:2].O.CC1O[N:10]=[C:9]([C:12]2[CH:13]=[C:14]([CH:19]=[CH:20][CH:21]=2)[C:15]([O:17][CH3:18])=[O:16])[N:8]=1. Product: [C:1]([OH:4])(=[O:3])[CH3:2].[C:9]([C:12]1[CH:13]=[C:14]([CH:19]=[CH:20][CH:21]=1)[C:15]([O:17][CH3:18])=[O:16])(=[NH:8])[NH2:10]. The catalyst class is: 5. (3) Reactant: [H-].[Na+].[CH2:3]([C:10]1([CH3:28])[N:15]([CH3:16])[C:14](=[O:17])[C:13](=[CH:18][C:19]2[C:20]([NH2:25])=[N:21][CH:22]=[CH:23][CH:24]=2)[N:12]([CH3:26])[C:11]1=[O:27])[C:4]1[CH:9]=[CH:8][CH:7]=[CH:6][CH:5]=1.N[C:30]1N=CC=C[C:31]=1C=O.[CH2:38](I)[CH3:39].C(O)(=O)CC(CC(O)=O)(C(O)=O)O. Product: [CH2:3]([C:10]1([CH3:28])[N:15]([CH3:16])[C:14](=[O:17])[C:13](=[CH:18][C:19]2[C:20]([N:25]([CH2:38][CH3:39])[CH2:30][CH3:31])=[N:21][CH:22]=[CH:23][CH:24]=2)[N:12]([CH3:26])[C:11]1=[O:27])[C:4]1[CH:9]=[CH:8][CH:7]=[CH:6][CH:5]=1. The catalyst class is: 3. (4) Reactant: [Br:1][C:2]1[CH:7]=[CH:6][C:5]([C:8]2[O:9][C:10]([CH3:26])=[C:11]([CH2:13][CH2:14][O:15]S(C3C=CC(C)=CC=3)(=O)=O)[N:12]=2)=[CH:4][CH:3]=1.[CH2:27]([O:29][C:30](=[O:42])[C:31]([O:34][C:35]1[CH:40]=[CH:39][C:38](O)=[CH:37][CH:36]=1)([CH3:33])[CH3:32])[CH3:28].C([O-])([O-])=O.[Cs+].[Cs+]. Product: [CH2:27]([O:29][C:30](=[O:42])[C:31]([O:34][C:35]1[CH:40]=[CH:39][C:38]([O:15][CH2:14][CH2:13][C:11]2[N:12]=[C:8]([C:5]3[CH:4]=[CH:3][C:2]([Br:1])=[CH:7][CH:6]=3)[O:9][C:10]=2[CH3:26])=[CH:37][CH:36]=1)([CH3:33])[CH3:32])[CH3:28]. The catalyst class is: 3.